This data is from Peptide-MHC class I binding affinity with 185,985 pairs from IEDB/IMGT. The task is: Regression. Given a peptide amino acid sequence and an MHC pseudo amino acid sequence, predict their binding affinity value. This is MHC class I binding data. The peptide sequence is SGPSNTPPEI. The MHC is H-2-Db with pseudo-sequence H-2-Db. The binding affinity (normalized) is 0.907.